Task: Predict the product of the given reaction.. Dataset: Forward reaction prediction with 1.9M reactions from USPTO patents (1976-2016) (1) Given the reactants [Cl:1][C:2]1[CH:7]=[C:6]([F:8])[CH:5]=[CH:4][C:3]=1[N:9]1[C:13]([CH3:14])=[CH:12][CH:11]=[C:10]1[CH3:15].[Li]CCCC.[C:21](Cl)(=[O:24])[O:22][CH3:23], predict the reaction product. The product is: [Cl:1][C:2]1[C:3]([N:9]2[C:10]([CH3:15])=[CH:11][CH:12]=[C:13]2[CH3:14])=[CH:4][CH:5]=[C:6]([F:8])[C:7]=1[C:21]([O:22][CH3:23])=[O:24]. (2) Given the reactants [Cl:1][C:2]1[CH:7]=[CH:6][CH:5]=[CH:4][C:3]=1[C:8]1[C:13]([C:14]([O:16][CH2:17][CH3:18])=[O:15])=[CH:12][N:11]=[C:10]([CH3:19])[N:9]=1.[Br:20]N1C(=O)CCC1=O, predict the reaction product. The product is: [Br:20][CH2:19][C:10]1[N:9]=[C:8]([C:3]2[CH:4]=[CH:5][CH:6]=[CH:7][C:2]=2[Cl:1])[C:13]([C:14]([O:16][CH2:17][CH3:18])=[O:15])=[CH:12][N:11]=1.